This data is from Forward reaction prediction with 1.9M reactions from USPTO patents (1976-2016). The task is: Predict the product of the given reaction. (1) Given the reactants [Br:1][C:2]1[N:3]=[CH:4][C:5]([NH2:8])=[N:6][CH:7]=1.CO[CH:11](OC)[N:12]([CH3:14])[CH3:13], predict the reaction product. The product is: [Br:1][C:2]1[N:3]=[CH:4][C:5](/[N:8]=[CH:11]/[N:12]([CH3:14])[CH3:13])=[N:6][CH:7]=1. (2) Given the reactants F[C:2]1[CH:7]=[CH:6][CH:5]=[C:4](F)[N:3]=1.[Cl:9][C:10]1[CH:16]=[CH:15][C:13]([NH2:14])=[CH:12][CH:11]=1.[NH:17]1[CH:21]=[CH:20][CH:19]=[N:18]1, predict the reaction product. The product is: [Cl:9][C:10]1[CH:16]=[CH:15][C:13]([NH:14][C:2]2[CH:7]=[CH:6][CH:5]=[C:4]([N:17]3[CH:21]=[CH:20][CH:19]=[N:18]3)[N:3]=2)=[CH:12][CH:11]=1. (3) The product is: [O:14]1[CH2:15][CH2:16][O:17][CH:13]1[C:11]1[CH:12]=[C:7]([CH:32]([C:23]2[C:22]([N+:19]([O-:21])=[O:20])=[C:31]3[C:26]([CH:27]=[CH:28][CH:29]=[N:30]3)=[CH:25][CH:24]=2)[OH:33])[CH:8]=[CH:9][C:10]=1[F:18]. Given the reactants [Mg].BrCCBr.Br[C:7]1[CH:8]=[CH:9][C:10]([F:18])=[C:11]([CH:13]2[O:17][CH2:16][CH2:15][O:14]2)[CH:12]=1.[N+:19]([C:22]1[C:23]([CH:32]=[O:33])=[CH:24][CH:25]=[C:26]2[C:31]=1[N:30]=[CH:29][CH:28]=[CH:27]2)([O-:21])=[O:20], predict the reaction product. (4) Given the reactants FC1C=CC(CNC)=CC=1.[CH2:11]([CH:19]1[CH2:23][CH2:22][NH:21][CH2:20]1)[CH2:12][C:13]1[CH:18]=[CH:17][CH:16]=[CH:15][CH:14]=1.[F:24][C:25]1[CH:47]=[CH:46][C:28]([CH2:29][NH:30][C:31]([C:33]2[S:37][C:36]([C:38]3[CH:43]=[N:42][CH:41]=[C:40](I)[N:39]=3)=[N:35][C:34]=2[CH3:45])=[O:32])=[CH:27][CH:26]=1, predict the reaction product. The product is: [F:24][C:25]1[CH:47]=[CH:46][C:28]([CH2:29][NH:30][C:31]([C:33]2[S:37][C:36]([C:38]3[CH:43]=[N:42][CH:41]=[C:40]([N:21]4[CH2:22][CH2:23][CH:19]([CH2:11][CH2:12][C:13]5[CH:18]=[CH:17][CH:16]=[CH:15][CH:14]=5)[CH2:20]4)[N:39]=3)=[N:35][C:34]=2[CH3:45])=[O:32])=[CH:27][CH:26]=1. (5) Given the reactants [CH3:1][C:2]1([CH3:18])[NH:7][C:6]([CH3:9])([CH3:8])[CH2:5][N:4]([CH2:10][CH2:11][O:12][CH2:13][CH2:14][C:15]#[N:16])[C:3]1=[O:17], predict the reaction product. The product is: [CH3:1][C:2]1([CH3:18])[NH:7][C:6]([CH3:8])([CH3:9])[CH2:5][N:4]([CH2:10][CH2:11][O:12][CH2:13][CH2:14][CH2:15][NH2:16])[C:3]1=[O:17].